From a dataset of Forward reaction prediction with 1.9M reactions from USPTO patents (1976-2016). Predict the product of the given reaction. (1) Given the reactants [NH2:1][CH2:2][CH:3]([CH:18]1[C:26]2[C:21](=[CH:22][C:23]([Cl:27])=[CH:24][CH:25]=2)[NH:20][C:19]1=[O:28])[CH2:4][C:5]([CH3:17])([CH3:16])[CH2:6][CH2:7][O:8][Si:9]([C:12]([CH3:15])([CH3:14])[CH3:13])([CH3:11])[CH3:10].[Cl:29][C:30]1[C:31]([F:38])=[C:32]([CH:35]=[CH:36][CH:37]=1)[CH:33]=O.O.C1(C)C=CC(S(O)(=O)=O)=CC=1, predict the reaction product. The product is: [C:12]([Si:9]([CH3:11])([CH3:10])[O:8][CH2:7][CH2:6][C:5]([CH3:17])([CH3:16])[CH2:4][CH:3]1[CH2:2][NH:1][CH:33]([C:32]2[CH:35]=[CH:36][CH:37]=[C:30]([Cl:29])[C:31]=2[F:38])[C:18]21[C:26]1[C:21](=[CH:22][C:23]([Cl:27])=[CH:24][CH:25]=1)[NH:20][C:19]2=[O:28])([CH3:13])([CH3:14])[CH3:15]. (2) Given the reactants C(N(CC)CC)C.[CH2:8]([N:15]1[C:24]2[C:19](=[CH:20][CH:21]=[CH:22][N:23]=2)[C:18](O)=[C:17]([S:26]([CH3:29])(=[O:28])=[O:27])[C:16]1=[O:30])[C:9]1[CH:14]=[CH:13][CH:12]=[CH:11][CH:10]=1.O=P(Cl)(Cl)[Cl:33], predict the reaction product. The product is: [CH2:8]([N:15]1[C:24]2[C:19](=[CH:20][CH:21]=[CH:22][N:23]=2)[C:18]([Cl:33])=[C:17]([S:26]([CH3:29])(=[O:28])=[O:27])[C:16]1=[O:30])[C:9]1[CH:14]=[CH:13][CH:12]=[CH:11][CH:10]=1. (3) Given the reactants [Cl:1][C:2]1[C:3]2[N:4]([C:8]([CH:27]3[CH2:30][C:29](=[CH2:31])[CH2:28]3)=[N:9][C:10]=2[C:11]2[CH:20]=[C:19]3[C:14]([CH:15]=[CH:16][C:17]([C:21]4[CH:26]=[CH:25][CH:24]=[CH:23][CH:22]=4)=[N:18]3)=[CH:13][CH:12]=2)[CH:5]=[CH:6][N:7]=1.B1C2CCCC1CCC2.[OH-:41].[Na+].OO, predict the reaction product. The product is: [Cl:1][C:2]1[C:3]2[N:4]([C:8]([CH:27]3[CH2:30][CH:29]([CH2:31][OH:41])[CH2:28]3)=[N:9][C:10]=2[C:11]2[CH:20]=[C:19]3[C:14]([CH:15]=[CH:16][C:17]([C:21]4[CH:26]=[CH:25][CH:24]=[CH:23][CH:22]=4)=[N:18]3)=[CH:13][CH:12]=2)[CH:5]=[CH:6][N:7]=1. (4) Given the reactants [NH:1]1[CH2:6][CH2:5][NH:4][CH2:3][C:2]1=[O:7].C(N(CC)CC)C.[Cl:15][C:16]1[C:24]([Cl:25])=[C:23]([F:26])[CH:22]=[CH:21][C:17]=1[C:18](Cl)=[O:19], predict the reaction product. The product is: [Cl:15][C:16]1[C:24]([Cl:25])=[C:23]([F:26])[CH:22]=[CH:21][C:17]=1[C:18]([N:4]1[CH2:5][CH2:6][NH:1][C:2](=[O:7])[CH2:3]1)=[O:19]. (5) Given the reactants [CH2:1]([S:3]([N:6]1[CH2:11][CH2:10][CH:9]([C:12]2[C:20]3[C:15](=[C:16]([C:30]([NH2:32])=[O:31])[CH:17]=[C:18](B4OC(C)(C)C(C)(C)O4)[CH:19]=3)[NH:14][CH:13]=2)[CH2:8][CH2:7]1)(=[O:5])=[O:4])[CH3:2].Br[C:34]1[CH:42]=[C:41]2[C:37]([CH2:38][CH2:39][C:40]2=[O:43])=[CH:36][CH:35]=1.C(=O)([O-])[O-].[K+].[K+], predict the reaction product. The product is: [CH2:1]([S:3]([N:6]1[CH2:11][CH2:10][CH:9]([C:12]2[C:20]3[C:15](=[C:16]([C:30]([NH2:32])=[O:31])[CH:17]=[C:18]([C:34]4[CH:42]=[C:41]5[C:37](=[CH:36][CH:35]=4)[CH2:38][CH2:39][C:40]5=[O:43])[CH:19]=3)[NH:14][CH:13]=2)[CH2:8][CH2:7]1)(=[O:4])=[O:5])[CH3:2].